Task: Predict the reactants needed to synthesize the given product.. Dataset: Full USPTO retrosynthesis dataset with 1.9M reactions from patents (1976-2016) (1) Given the product [Cl:1][C:2]1[CH:3]=[CH:4][C:5]([C:6]2([C:22]([NH2:20])=[O:25])[C:8]3[C:9](=[N:10][CH:11]=[CH:12][CH:13]=3)[C:14](=[O:15])[O:16]2)=[CH:17][CH:18]=1, predict the reactants needed to synthesize it. The reactants are: [Cl:1][C:2]1[CH:18]=[CH:17][C:5]([C:6]([C:8]2[C:9]([C:14]([OH:16])=[O:15])=[N:10][CH:11]=[CH:12][CH:13]=2)=O)=[CH:4][CH:3]=1.[C-]#[N:20].[K+].[C:22]([OH:25])(=O)C. (2) Given the product [C:1]([N:8]1[CH2:12][CH2:11][C:10](=[O:13])[CH2:9]1)([O:3][C:4]([CH3:7])([CH3:6])[CH3:5])=[O:2], predict the reactants needed to synthesize it. The reactants are: [C:1]([N:8]1[CH2:12][CH2:11][C@@H:10]([OH:13])[CH2:9]1)([O:3][C:4]([CH3:7])([CH3:6])[CH3:5])=[O:2].CC(OI1(OC(C)=O)(OC(C)=O)OC(=O)C2C=CC=CC1=2)=O.